From a dataset of Experimentally validated miRNA-target interactions with 360,000+ pairs, plus equal number of negative samples. Binary Classification. Given a miRNA mature sequence and a target amino acid sequence, predict their likelihood of interaction. (1) The miRNA is hsa-miR-4283 with sequence UGGGGCUCAGCGAGUUU. The protein sequence of the target gene is MGFRKFSPFLALSILVLYQAGSLQAAPFRSALESSPDPATLSKEDARLLLAALVQDYVQMKASELKQEQETQGSSSAAQKRACNTATCVTHRLAGLLSRSGGMVKSNFVPTNVGSKAFGRRRRDLQA. Result: 0 (no interaction). (2) The miRNA is hsa-miR-5088-3p with sequence UCCCUUCUUCCUGGGCCCUCA. The protein sequence of the target gene is MCVRSCFQSPRLQWVWRTAFLKHTQRRHQGSHRWTHLGGSTYRAVIFDMGGVLIPSPGRVAAEWEVQNRIPSGTILKALMEGGENGPWMRFMRAEITAEGFLREFGRLCSEMLKTSVPVDSFFSLLTSERVAKQFPVMTEAITQIRAKGLQTAVLSNNFYLPNQKSFLPLDRKQFDVIVESCMEGICKPDPRIYKLCLEQLGLQPSESIFLDDLGTNLKEAARLGIHTIKVNDPETAVKELEALLGFTLRVGVPNTRPVKKTMEIPKDSLQKYLKDLLGIQTTGPLELLQFDHGQSNPTY.... Result: 0 (no interaction). (3) The miRNA is hsa-miR-4758-3p with sequence UGCCCCACCUGCUGACCACCCUC. The protein sequence of the target gene is MAGAHSTPLWSRHLLKAVLMVLVALFLVHSASAQSHREFASPGQQKKETSADILTQIGRSLKEMLDTWLGPETMHVISETLLQVMWAISSAISVACFALSGIAAQLLSALGLDGEQLTQGLKLSPSQVQTLLLWGAAALVIYWLLSLLLGLVLALLGRILGGLKLVLFVAGFVALVRSVPDPSTRALMLLALLTLFALLSRLTGSRSSGSHLEAKVRGLERQIEELRGRQRRAAKMPRSMEEE. Result: 0 (no interaction). (4) The miRNA is hsa-miR-101-3p with sequence UACAGUACUGUGAUAACUGAA. The protein sequence of the target gene is MDLPYYHGRLTKQDCETLLLKEGVDGNFLLRDSESIPGVLCLCVSFKNIVYTYRIFREKHGYYRIQTAEGSPKQVFPSLKELISKFEKPNQGMVVHLLKPIKRTSPSLRWRGLKLELETFVNSNSDYVDVLP. Result: 0 (no interaction). (5) The miRNA is hsa-miR-4787-3p with sequence GAUGCGCCGCCCACUGCCCCGCGC. The protein sequence of the target gene is MADYSTVPPPSSGSAGGGGGGGGGGGVNDAFKDALQRARQIAAKIGGDAGTSLNSNDYGYGGQKRPLEDGDQPDAKKVAPQNDSFGTQLPPMHQQQSRSVMTEEYKVPDGMVGFIIGRGGEQISRIQQESGCKIQIAPDSGGLPERSCMLTGTPESVQSAKRLLDQIVEKGRPAPGFHHGDGPGNAVQEIMIPASKAGLVIGKGGETIKQLQERAGVKMVMIQDGPQNTGADKPLRITGDPYKVQQAKEMVLELIRDQGGFREVRNEYGSRIGGNEGIDVPIPRFAVGIVIGRNGEMIKK.... Result: 1 (interaction). (6) The miRNA is hsa-miR-4513 with sequence AGACUGACGGCUGGAGGCCCAU. The protein sequence of the target gene is MAWRGWAQRGWGCGQAWGASVGGRSCEELTAVLTPPQLLGRRFNFFIQQKCGFRKAPRKVEPRRSDPGTSGEAYKRSALIPPVEETVFYPSPYPIRSLIKPLFFTVGFTGCAFGSAAIWQYESLKSRVQSYFDGIKADWLDSIRPQKEGDFRKEINKWWNNLSDGQRTVTGIIAANVLVFCLWRVPSLQRTMIRYFTSNPASKVLCSPMLLSTFSHFSLFHMAANMYVLWSFSSSIVNILGQEQFMAVYLSAGVISNFVSYVGKVATGRYGPSLGASGAIMTVLAAVCTKIPEGRLAIIF.... Result: 0 (no interaction). (7) The miRNA is hsa-miR-1245b-3p with sequence UCAGAUGAUCUAAAGGCCUAUA. The protein sequence of the target gene is MSPQGPAVLSLGSLCLDTNQAPNWTGLQTLLQQLPPQDIDERYCLALGEEERAELQLFCARRKQEALGQGVARLVLPKLEGHTCEKCRELLKPGEYGVFAARAGEQRCWHQPCFACQACGQALINLIYFYHDGQLYCGRHHAELLRPRCPACDQLIFSWRCTEAEGQRWHENHFCCQDCAGPLGGGRYALPGGSPCCPSCFENRYSDAGSSWAGALEGQAFLGETGLDRTEGRDQTSVNSATLSRTLLAAAGGSSLQTQRGLPGSSPQQENRPGDKAEAPKGQEQCRLETIRDPKDTPFS.... Result: 0 (no interaction). (8) The miRNA is hsa-miR-3148 with sequence UGGAAAAAACUGGUGUGUGCUU. The protein sequence of the target gene is MAQVLRGTVTDFPGFDERADAETLRKAMKGLGTDEESILTLLTSRSNAQRQEISAAFKTLFGRDLLDDLKSELTGKFEKLIVALMKPSRLYDAYELKHALKGAGTNEKVLTEIIASRTPEELRAIKQVYEEEYGSSLEDDVVGDTSGYYQRMLVVLLQANRDPDAGIDEAQVEQDAQALFQAGELKWGTDEEKFITIFGTRSVSHLRKVFDKYMTISGFQIEETIDRETSGNLEQLLLAVVKSIRSIPAYLAETLYYAMKGAGTDDHTLIRVMVSRSEIDLFNIRKEFRKNFATSLYSMI.... Result: 1 (interaction).